From a dataset of Full USPTO retrosynthesis dataset with 1.9M reactions from patents (1976-2016). Predict the reactants needed to synthesize the given product. (1) Given the product [S:13]1[CH:14]=[CH:15][N:16]2[CH:17]=[C:10]([C:7]3[CH:6]=[CH:5][C:4]([NH2:1])=[CH:9][CH:8]=3)[N:11]=[C:12]12, predict the reactants needed to synthesize it. The reactants are: [N+:1]([C:4]1[CH:9]=[CH:8][C:7]([C:10]2[N:11]=[C:12]3[N:16]([CH:17]=2)[CH:15]=[CH:14][S:13]3)=[CH:6][CH:5]=1)([O-])=O.Cl.CN(C=O)C. (2) Given the product [NH2:10][C:11]1[CH:12]=[C:13]([C:21]#[N:22])[C:14]2[N:18]=[CH:17][NH:16][C:15]=2[C:19]=1[CH3:20], predict the reactants needed to synthesize it. The reactants are: CC([O-])=O.N1CCN=C1[NH:10][C:11]1[CH:12]=[C:13]([C:21]#[N:22])[C:14]2[N:18]=[CH:17][NH:16][C:15]=2[C:19]=1[CH3:20].S(=O)(=O)(O)O. (3) Given the product [F:8][C:5]1[CH:6]=[CH:7][C:2]([C:10]([O:12][CH2:17][CH3:18])=[O:11])=[N:3][CH:4]=1, predict the reactants needed to synthesize it. The reactants are: Br[C:2]1[CH:7]=[CH:6][C:5]([F:8])=[CH:4][N:3]=1.C[C:10]([O-:12])=[O:11].[Na+].ClCCl.[CH2:17](O)[CH3:18]. (4) Given the product [Br:1][C:2]1[CH:3]=[N:4][C:5]2[N:6]([N:8]=[C:9]([C:11]([N:23]3[CH2:22][CH:21]=[C:20]([C:17]4[CH:16]=[CH:15][C:14]([CH3:26])=[CH:19][CH:18]=4)[CH2:25][CH2:24]3)=[O:13])[CH:10]=2)[CH:7]=1, predict the reactants needed to synthesize it. The reactants are: [Br:1][C:2]1[CH:3]=[N:4][C:5]2[N:6]([N:8]=[C:9]([C:11]([OH:13])=O)[CH:10]=2)[CH:7]=1.[C:14]1([CH3:26])[CH:19]=[CH:18][C:17]([C:20]2[CH2:21][CH2:22][NH:23][CH2:24][CH:25]=2)=[CH:16][CH:15]=1.